This data is from Experimentally validated miRNA-target interactions with 360,000+ pairs, plus equal number of negative samples. The task is: Binary Classification. Given a miRNA mature sequence and a target amino acid sequence, predict their likelihood of interaction. The miRNA is ath-miR774a with sequence UUGGUUACCCAUAUGGCCAUC. The protein sequence of the target gene is MGTPQKDVIIKSDAPDTLLLEKHADYIASYGSKKDDYEYCMSEYLRMSGIYWGLTVMDLMGQLHRMNREEILAFIKSCQHECGGISASIGHDPHLLYTLSAVQILTLYDSINVIDVNKVVEYVKGLQKEDGSFAGDIWGEIDTRFSFCAVATLALLGKLDAINVEKAIEFVLSCMNFDGGFGCRPGSESHAGQIYCCTGFLAITSQLHQVNSDLLGWWLCERQLPSGGLNGRPEKLPDVCYSWWVLASLKIIGRLHWIDREKLRNFILACQDEETGGFADRPGDMVDPFHTLFGIAGLSL.... Result: 0 (no interaction).